Predict the reactants needed to synthesize the given product. From a dataset of Retrosynthesis with 50K atom-mapped reactions and 10 reaction types from USPTO. (1) Given the product O=C(O)c1cc(F)ccc1Sc1sccc1C(=O)O, predict the reactants needed to synthesize it. The reactants are: O=C(O)c1cc(F)ccc1S.O=C(O)c1ccsc1Br. (2) Given the product CCCCOC(=O)/C=C/c1c(F)ccc2ccc(OC)nc12, predict the reactants needed to synthesize it. The reactants are: C=CC(=O)OCCCC.COc1ccc2ccc(F)c(Br)c2n1.